From a dataset of Catalyst prediction with 721,799 reactions and 888 catalyst types from USPTO. Predict which catalyst facilitates the given reaction. (1) Reactant: [F:1][C:2]1[CH:7]=[CH:6][C:5]([C:8]2([OH:21])[CH2:13][CH2:12][N:11](C(OC(C)(C)C)=O)[CH2:10][CH2:9]2)=[CH:4][C:3]=1[C:22]([F:25])([F:24])[F:23].FC(F)(F)C(O)=O.[OH-].[Na+]. Product: [F:1][C:2]1[CH:7]=[CH:6][C:5]([C:8]2([OH:21])[CH2:9][CH2:10][NH:11][CH2:12][CH2:13]2)=[CH:4][C:3]=1[C:22]([F:25])([F:23])[F:24]. The catalyst class is: 2. (2) Reactant: [NH:1]1[CH2:4][CH:3]([C:5]2[NH:9][N:8]=[C:7]([C:10]3[CH:15]=[CH:14][CH:13]=[C:12]([CH3:16])[N:11]=3)[N:6]=2)[CH2:2]1.C(N(CC)CC)C.[CH:24]([NH:27][C:28]1[N:33]2[N:34]=[C:35]([C:37]3[CH:42]=[CH:41][CH:40]=[CH:39][N:38]=3)[N:36]=[C:32]2[N:31]=[C:30]([C:43]2[CH:50]=[CH:49][C:46]([CH:47]=O)=[CH:45][CH:44]=2)[C:29]=1[C:51]1[CH:56]=[CH:55][CH:54]=[CH:53][CH:52]=1)([CH3:26])[CH3:25].C(O)(=O)C.[BH-](OC(C)=O)(OC(C)=O)OC(C)=O.[Na+].C([O-])(O)=O.[Na+]. Product: [CH:24]([NH:27][C:28]1[N:33]2[N:34]=[C:35]([C:37]3[CH:42]=[CH:41][CH:40]=[CH:39][N:38]=3)[N:36]=[C:32]2[N:31]=[C:30]([C:43]2[CH:44]=[CH:45][C:46]([CH2:47][N:1]3[CH2:4][CH:3]([C:5]4[N:6]=[C:7]([C:10]5[CH:15]=[CH:14][CH:13]=[C:12]([CH3:16])[N:11]=5)[NH:8][N:9]=4)[CH2:2]3)=[CH:49][CH:50]=2)[C:29]=1[C:51]1[CH:56]=[CH:55][CH:54]=[CH:53][CH:52]=1)([CH3:26])[CH3:25]. The catalyst class is: 37. (3) Reactant: [CH3:1][C:2]1[CH2:7][CH2:6][CH2:5][C:4]([CH3:9])([CH3:8])[C:3]=1/[CH:10]=[CH:11]/[C:12](/[CH3:22])=[CH:13]/[CH:14]=[CH:15]/[C:16](/[CH3:21])=[CH:17]/[C:18]([OH:20])=O.C(Cl)(=O)C(Cl)=O.[CH:29]1([NH:32][C:33]([NH:35][C:36]2[CH:41]=[CH:40][C:39]([O:42][C:43]3[CH:48]=[CH:47][N:46]=[C:45]4[CH:49]=[C:50]([C:52]5[CH:57]=[CH:56][C:55]([CH2:58][N:59]6[CH2:64][CH2:63][NH:62][CH2:61][CH2:60]6)=[CH:54][N:53]=5)[S:51][C:44]=34)=[C:38]([F:65])[CH:37]=2)=[O:34])[CH2:31][CH2:30]1.C(N(CC)CC)C. Product: [CH:29]1([NH:32][C:33]([NH:35][C:36]2[CH:41]=[CH:40][C:39]([O:42][C:43]3[CH:48]=[CH:47][N:46]=[C:45]4[CH:49]=[C:50]([C:52]5[CH:57]=[CH:56][C:55]([CH2:58][N:59]6[CH2:60][CH2:61][N:62]([C:18](=[O:20])/[CH:17]=[C:16](\[CH3:21])/[CH:15]=[CH:14]/[CH:13]=[C:12](\[CH3:22])/[CH:11]=[CH:10]/[C:3]7[C:4]([CH3:8])([CH3:9])[CH2:5][CH2:6][CH2:7][C:2]=7[CH3:1])[CH2:63][CH2:64]6)=[CH:54][N:53]=5)[S:51][C:44]=34)=[C:38]([F:65])[CH:37]=2)=[O:34])[CH2:31][CH2:30]1. The catalyst class is: 85. (4) Reactant: [CH3:1][O:2][C:3]1[CH:16]=[CH:15][C:6]([CH2:7][NH:8][C:9]2[CH:14]=[CH:13][CH:12]=[CH:11][CH:10]=2)=[CH:5][CH:4]=1.CC(C)([O-])C.[K+].[Br:23][C:24]1[N:28]2[N:29]=[C:30]([Cl:34])[CH:31]=[C:32](Br)[C:27]2=[N:26][CH:25]=1. Product: [Br:23][C:24]1[N:28]2[N:29]=[C:30]([Cl:34])[CH:31]=[C:32]([N:8]([CH2:7][C:6]3[CH:15]=[CH:16][C:3]([O:2][CH3:1])=[CH:4][CH:5]=3)[C:9]3[CH:14]=[CH:13][CH:12]=[CH:11][CH:10]=3)[C:27]2=[N:26][CH:25]=1. The catalyst class is: 39.